The task is: Predict the reaction yield, written as a fraction of the theoretical maximum amount of product (1.0 means a 100% yield; for example, 0.34 means a 34% yield).. This data is from Reaction yield outcomes from USPTO patents with 853,638 reactions. (1) The reactants are [Cl:1][C:2]1[CH:6]=[N:5][N:4]([CH3:7])[C:3]=1[C:8]1[CH:9]=[C:10]([NH2:16])[CH:11]=[CH:12][C:13]=1[O:14][CH3:15].[Cl:17][C:18]1[CH:19]=[C:20]([N:24]=[C:25]=[O:26])[CH:21]=[CH:22][CH:23]=1. No catalyst specified. The product is [Cl:1][C:2]1[CH:6]=[N:5][N:4]([CH3:7])[C:3]=1[C:8]1[CH:9]=[C:10]([NH:16][C:25]([NH:24][C:20]2[CH:21]=[CH:22][CH:23]=[C:18]([Cl:17])[CH:19]=2)=[O:26])[CH:11]=[CH:12][C:13]=1[O:14][CH3:15]. The yield is 0.460. (2) The reactants are C1(P(C2C=CC=CC=2)C2C=CC=CC=2)C=CC=CC=1.BrN1C(=O)CCC1=O.[CH:28]1([CH2:33][C@H:34]([C:38]2[CH:43]=[CH:42][C:41]([Cl:44])=[C:40]([Cl:45])[CH:39]=2)[C:35]([OH:37])=O)[CH2:32][CH2:31][CH2:30][CH2:29]1.[NH2:46][C:47]1[NH:48][C:49]2[CH:55]=[CH:54][CH:53]=[CH:52][C:50]=2[N:51]=1.N1C=CC=CC=1. The catalyst is C(Cl)Cl.O. The product is [NH:48]1[C:49]2[CH:55]=[CH:54][CH:53]=[CH:52][C:50]=2[N:51]=[C:47]1[NH:46][C:35](=[O:37])[C@@H:34]([C:38]1[CH:43]=[CH:42][C:41]([Cl:44])=[C:40]([Cl:45])[CH:39]=1)[CH2:33][CH:28]1[CH2:29][CH2:30][CH2:31][CH2:32]1. The yield is 0.640. (3) The reactants are [N:1]([CH2:4][CH2:5][O:6][CH2:7][CH2:8][O:9][CH2:10][C:11]#[CH:12])=[N+]=[N-].C1(P(C2C=CC=CC=2)C2C=CC=CC=2)C=CC=CC=1.O. The catalyst is C1COCC1. The product is [CH2:10]([O:9][CH2:8][CH2:7][O:6][CH2:5][CH2:4][NH2:1])[C:11]#[CH:12]. The yield is 0.800. (4) The reactants are [NH2:1][C:2]1[CH:27]=[C:26]([Cl:28])[CH:25]=[CH:24][C:3]=1[O:4][CH2:5][C:6]([N:8]1[CH2:13][C@H:12]([CH3:14])[N:11]([CH2:15][C:16]2[CH:21]=[CH:20][C:19]([F:22])=[CH:18][CH:17]=2)[CH2:10][C@H:9]1[CH3:23])=[O:7].N1C=CC=CC=1.Cl[C:36]([O:38][C:39]1[CH:44]=[CH:43][C:42]([N+:45]([O-:47])=[O:46])=[CH:41][CH:40]=1)=[O:37]. The catalyst is ClCCl. The product is [N+:45]([C:42]1[CH:41]=[CH:40][C:39]([O:38][C:36](=[O:37])[NH:1][C:2]2[CH:27]=[C:26]([Cl:28])[CH:25]=[CH:24][C:3]=2[O:4][CH2:5][C:6]([N:8]2[CH2:13][C@H:12]([CH3:14])[N:11]([CH2:15][C:16]3[CH:17]=[CH:18][C:19]([F:22])=[CH:20][CH:21]=3)[CH2:10][C@H:9]2[CH3:23])=[O:7])=[CH:44][CH:43]=1)([O-:47])=[O:46]. The yield is 0.740. (5) The reactants are C([O:8][C:9]1[CH:10]=[N:11][C:12]2[C:17]([CH:18]=1)=[CH:16][C:15]([C:19]([F:37])([F:36])[C:20]1[N:24]3[CH:25]=[C:26]([C:30]4[CH:31]=[N:32][N:33]([CH3:35])[CH:34]=4)[CH:27]=[C:28]([F:29])[C:23]3=[N:22][N:21]=1)=[CH:14][CH:13]=2)C1C=CC=CC=1.FC(F)(F)C(O)=O.C(Cl)Cl. The catalyst is CO. The product is [F:37][C:19]([F:36])([C:20]1[N:24]2[CH:25]=[C:26]([C:30]3[CH:31]=[N:32][N:33]([CH3:35])[CH:34]=3)[CH:27]=[C:28]([F:29])[C:23]2=[N:22][N:21]=1)[C:15]1[CH:16]=[C:17]2[C:12](=[CH:13][CH:14]=1)[N:11]=[CH:10][C:9]([OH:8])=[CH:18]2. The yield is 0.440.